Predict the reaction yield, written as a fraction of the theoretical maximum amount of product (1.0 means a 100% yield; for example, 0.34 means a 34% yield). From a dataset of Reaction yield outcomes from USPTO patents with 853,638 reactions. (1) The reactants are Cl[C:2]1[CH:7]=[CH:6][C:5]([O:8][CH2:9][C:10]2[CH:15]=[CH:14][C:13]([O:16][CH3:17])=[CH:12][CH:11]=2)=[CH:4][C:3]=1[N+:18]([O-:20])=[O:19].[OH:21][C:22]1[CH:27]=[CH:26][C:25]([SH:28])=[CH:24][CH:23]=1.C(=O)([O-])[O-].[Cs+].[Cs+].Cl. The catalyst is CN(C)C=O. The product is [CH3:17][O:16][C:13]1[CH:14]=[CH:15][C:10]([CH2:9][O:8][C:5]2[CH:6]=[CH:7][C:2]([S:28][C:25]3[CH:26]=[CH:27][C:22]([OH:21])=[CH:23][CH:24]=3)=[C:3]([N+:18]([O-:20])=[O:19])[CH:4]=2)=[CH:11][CH:12]=1. The yield is 1.00. (2) The reactants are [Cl:1][C:2]1[CH:7]=[CH:6][C:5]([S:8][C:9]2[C:17]3[C:12](=[CH:13][CH:14]=[C:15]([C:18]([OH:20])=[O:19])[CH:16]=3)[NH:11][C:10]=2[CH3:21])=[CH:4][CH:3]=1.[CH3:22][Si](Cl)(C)C. The catalyst is CO. The product is [Cl:1][C:2]1[CH:3]=[CH:4][C:5]([S:8][C:9]2[C:17]3[C:12](=[CH:13][CH:14]=[C:15]([C:18]([O:20][CH3:22])=[O:19])[CH:16]=3)[NH:11][C:10]=2[CH3:21])=[CH:6][CH:7]=1. The yield is 1.00. (3) The reactants are [H-].[Al+3].[Li+].[H-].[H-].[H-].[O:7]([CH2:14][C:15]1[S:16][C:17]2[C:18](=O)[N:19]([CH2:25][C:26]3[CH:31]=[CH:30][CH:29]=[CH:28][CH:27]=3)[CH2:20][CH2:21][CH2:22][C:23]=2[N:24]=1)[C:8]1[CH:13]=[CH:12][CH:11]=[CH:10][CH:9]=1. The catalyst is C1COCC1. The product is [O:7]([CH2:14][C:15]1[S:16][C:17]2[CH2:18][N:19]([CH2:25][C:26]3[CH:31]=[CH:30][CH:29]=[CH:28][CH:27]=3)[CH2:20][CH2:21][CH2:22][C:23]=2[N:24]=1)[C:8]1[CH:13]=[CH:12][CH:11]=[CH:10][CH:9]=1. The yield is 0.680. (4) The reactants are [CH2:1]([OH:13])[CH2:2][O:3][CH2:4][CH2:5][O:6][CH2:7][CH2:8][O:9][CH2:10][CH2:11][OH:12].[OH-].[Na+].[CH2:16](Cl)[C:17]1[CH:22]=[CH:21][CH:20]=[CH:19][CH:18]=1. The catalyst is [Na+].[Cl-]. The product is [CH2:16]([O:12][CH2:11][CH2:10][O:9][CH2:8][CH2:7][O:6][CH2:5][CH2:4][O:3][CH2:2][CH2:1][OH:13])[C:17]1[CH:22]=[CH:21][CH:20]=[CH:19][CH:18]=1. The yield is 0.710. (5) The reactants are CON(C)[C:4]([C@@H:6]1[CH2:10][CH2:9][N:8]([C:11]([O:13][C:14]([CH3:17])([CH3:16])[CH3:15])=[O:12])[CH2:7]1)=[O:5].[Cl:19][C:20]1[CH:25]=[CH:24][C:23]([Mg]Br)=[CH:22][C:21]=1[F:28].O. The catalyst is C1COCC1. The product is [Cl:19][C:20]1[CH:25]=[CH:24][C:23]([C:4]([C@@H:6]2[CH2:10][CH2:9][N:8]([C:11]([O:13][C:14]([CH3:15])([CH3:16])[CH3:17])=[O:12])[CH2:7]2)=[O:5])=[CH:22][C:21]=1[F:28]. The yield is 0.650. (6) The yield is 0.520. The product is [CH2:38]([N:23]([CH2:21][CH3:22])[CH2:24][CH2:25][NH:26][C:27]([C:29]1[C:33]([CH3:34])=[C:32]([CH:35]=[C:11]2[C:10]3[C:14](=[CH:15][CH:16]=[CH:17][C:9]=3[C:5]3[CH:6]=[CH:7][CH:8]=[C:3]([C:2]([F:1])([F:19])[F:20])[CH:4]=3)[NH:13][C:12]2=[O:18])[NH:31][C:30]=1[CH3:37])=[O:28])[CH3:39]. The reactants are [F:1][C:2]([F:20])([F:19])[C:3]1[CH:4]=[C:5]([C:9]2[CH:17]=[CH:16][CH:15]=[C:14]3[C:10]=2[CH2:11][C:12](=[O:18])[NH:13]3)[CH:6]=[CH:7][CH:8]=1.[CH2:21]([N:23]([CH2:38][CH3:39])[CH2:24][CH2:25][NH:26][C:27]([C:29]1[C:33]([CH3:34])=[C:32]([CH:35]=O)[NH:31][C:30]=1[CH3:37])=[O:28])[CH3:22]. The catalyst is C(O)C.N1CCCCC1. (7) The reactants are N#N.C(O)C.Cl.[NH2:7][C:8]1[CH:13]=[CH:12][CH:11]=[CH:10][C:9]=1B(O)O.[CH3:17][O:18][C:19](=[O:27])[CH2:20][C:21]1[S:22][C:23](Br)=[CH:24][CH:25]=1. The catalyst is O.C1(C)C=CC=CC=1.[Pd].C1(P(C2C=CC=CC=2)C2C=CC=CC=2)C=CC=CC=1.C1(P(C2C=CC=CC=2)C2C=CC=CC=2)C=CC=CC=1.C1(P(C2C=CC=CC=2)C2C=CC=CC=2)C=CC=CC=1.C1(P(C2C=CC=CC=2)C2C=CC=CC=2)C=CC=CC=1. The product is [CH3:17][O:18][C:19](=[O:27])[CH2:20][C:21]1[S:22][C:23]([C:9]2[CH:10]=[CH:11][CH:12]=[CH:13][C:8]=2[NH2:7])=[CH:24][CH:25]=1. The yield is 0.510. (8) The reactants are [CH3:1][N:2]1[CH2:7][CH2:6][N:5]([C:8]2[C:9]3[N:16]=[C:15]([C:17]4[C:25]5[C:20](=[CH:21][N:22]=[C:23]([C:26]6[CH:27]=[N:28][CH:29]=[N:30][CH:31]=6)[CH:24]=5)[N:19](C5CCCCO5)[N:18]=4)[NH:14][C:10]=3[CH:11]=[N:12][CH:13]=2)[CH2:4][CH2:3]1. The catalyst is CC(O)=O.O. The product is [CH3:1][N:2]1[CH2:3][CH2:4][N:5]([C:8]2[C:9]3[N:16]=[C:15]([C:17]4[C:25]5[C:20](=[CH:21][N:22]=[C:23]([C:26]6[CH:27]=[N:28][CH:29]=[N:30][CH:31]=6)[CH:24]=5)[NH:19][N:18]=4)[NH:14][C:10]=3[CH:11]=[N:12][CH:13]=2)[CH2:6][CH2:7]1. The yield is 0.0900. (9) The reactants are [CH:1]([C:4]1[CH:9]=[CH:8][N:7]=[CH:6][CH:5]=1)([CH3:3])[CH3:2].Cl.[NH:11]1[CH2:16][CH2:15][CH2:14][CH2:13][CH2:12]1.[CH2:17]=O. The catalyst is C(O)C. The product is [N:11]1([CH2:2][C:1]([C:4]2[CH:9]=[CH:8][N:7]=[CH:6][CH:5]=2)([CH3:17])[CH3:3])[CH2:16][CH2:15][CH2:14][CH2:13][CH2:12]1. The yield is 0.170. (10) The reactants are [NH2:1][C@@H:2]([CH3:18])[CH2:3][N:4]1[CH:8]=[CH:7][C:6]([C:9]2[CH:16]=[CH:15][C:12]([C:13]#[N:14])=[C:11]([Cl:17])[CH:10]=2)=[N:5]1.[CH3:19][N:20]([CH2:22][C:23]1[S:24][CH:25]=[C:26]([C:28](O)=[O:29])[N:27]=1)[CH3:21]. No catalyst specified. The product is [Cl:17][C:11]1[CH:10]=[C:9]([C:6]2[CH:7]=[CH:8][N:4]([CH2:3][C@@H:2]([NH:1][C:28]([C:26]3[N:27]=[C:23]([CH2:22][N:20]([CH3:21])[CH3:19])[S:24][CH:25]=3)=[O:29])[CH3:18])[N:5]=2)[CH:16]=[CH:15][C:12]=1[C:13]#[N:14]. The yield is 0.00814.